The task is: Regression. Given a peptide amino acid sequence and an MHC pseudo amino acid sequence, predict their binding affinity value. This is MHC class I binding data.. This data is from Peptide-MHC class I binding affinity with 185,985 pairs from IEDB/IMGT. (1) The peptide sequence is IVQQQQQL. The MHC is Mamu-A02 with pseudo-sequence Mamu-A02. The binding affinity (normalized) is 0.162. (2) The peptide sequence is VVSVDCNKEL. The MHC is HLA-A02:01 with pseudo-sequence HLA-A02:01. The binding affinity (normalized) is 0.280.